Dataset: Forward reaction prediction with 1.9M reactions from USPTO patents (1976-2016). Task: Predict the product of the given reaction. (1) Given the reactants [C:1]([C:4]1[CH:11]=[CH:10][C:7]([C:8]#[N:9])=[CH:6][CH:5]=1)(=[O:3])[CH3:2].C1COCC1.[F-].[Cs+].C[Si]([C:23]([F:26])([F:25])[F:24])(C)C, predict the reaction product. The product is: [F:24][C:23]([F:26])([F:25])[C:1]([C:4]1[CH:11]=[CH:10][C:7]([C:8]#[N:9])=[CH:6][CH:5]=1)([OH:3])[CH3:2]. (2) Given the reactants [I:1][C:2]1[CH:7]=[C:6]([O:8][C:9]([F:12])([F:11])[F:10])[CH:5]=[CH:4][C:3]=1[OH:13].C(=O)([O-])[O-].[K+].[K+].[C:20]([C:22]1[CH:23]=[C:24]([S:29]([NH:32][C:33]2[S:37][N:36]=[CH:35][N:34]=2)(=[O:31])=[O:30])[CH:25]=[CH:26][C:27]=1F)#[N:21].Cl, predict the reaction product. The product is: [C:20]([C:22]1[CH:23]=[C:24]([S:29]([NH:32][C:33]2[S:37][N:36]=[CH:35][N:34]=2)(=[O:31])=[O:30])[CH:25]=[CH:26][C:27]=1[O:13][C:3]1[CH:4]=[CH:5][C:6]([O:8][C:9]([F:11])([F:12])[F:10])=[CH:7][C:2]=1[I:1])#[N:21]. (3) Given the reactants [Cl:1][C:2]1[CH:3]=[CH:4][C:5]([O:28][CH3:29])=[C:6]([C:8]2[C:12]([NH:13][C:14]([C:16]3[CH:17]=[N:18][N:19]4[CH:24]=[CH:23][CH:22]=[N:21][C:20]=34)=[O:15])=[CH:11][N:10]([CH2:25][CH2:26]Cl)[N:9]=2)[CH:7]=1.Cl.[NH2:31][CH:32]1[CH2:36][CH2:35][O:34][CH2:33]1.C(N(CC)C(C)C)(C)C, predict the reaction product. The product is: [Cl:1][C:2]1[CH:3]=[CH:4][C:5]([O:28][CH3:29])=[C:6]([C:8]2[C:12]([NH:13][C:14]([C:16]3[CH:17]=[N:18][N:19]4[CH:24]=[CH:23][CH:22]=[N:21][C:20]=34)=[O:15])=[CH:11][N:10]([CH2:25][CH2:26][NH:31][CH:32]3[CH2:36][CH2:35][O:34][CH2:33]3)[N:9]=2)[CH:7]=1. (4) The product is: [OH:17][C@H:16]1[CH2:15][NH:14][CH2:13][C@H:12]1[NH:11][C:9](=[O:10])[O:8][CH2:1][C:2]1[CH:3]=[CH:4][CH:5]=[CH:6][CH:7]=1. Given the reactants [CH2:1]([O:8][C:9]([NH:11][C@H:12]1[C@@H:16]([O:17]C(C2C=CC(OC)=CC=2)(C2C=CC(OC)=CC=2)C2C=CC=CC=2)[CH2:15][N:14](C(OC(C)(C)C)=O)[CH2:13]1)=[O:10])[C:2]1[CH:7]=[CH:6][CH:5]=[CH:4][CH:3]=1, predict the reaction product. (5) Given the reactants [C:1]1([CH:7]([C:9]2[CH:10]=[N:11][CH:12]=[CH:13][CH:14]=2)O)[CH:6]=[CH:5][CH:4]=[CH:3][CH:2]=1.S(Cl)([Cl:17])=O.[OH-].[Na+], predict the reaction product. The product is: [Cl:17][CH:7]([C:1]1[CH:6]=[CH:5][CH:4]=[CH:3][CH:2]=1)[C:9]1[CH:10]=[N:11][CH:12]=[CH:13][CH:14]=1.